Dataset: Reaction yield outcomes from USPTO patents with 853,638 reactions. Task: Predict the reaction yield, written as a fraction of the theoretical maximum amount of product (1.0 means a 100% yield; for example, 0.34 means a 34% yield). (1) The reactants are [Cl:1][C:2]1[CH:7]=[CH:6][C:5]([C:8]2[C:12]([CH2:13][O:14][C:15]3[CH:23]=[CH:22][C:18]([C:19]([OH:21])=O)=[CH:17][N:16]=3)=[C:11]([CH3:24])[O:10][N:9]=2)=[CH:4][CH:3]=1.CC1O[N:29]=[C:28]([C:31]2C=CC=CC=2)[C:27]=1COC1C=CC(C(O)=O)=CN=1.C(N)(C)C. No catalyst specified. The product is [Cl:1][C:2]1[CH:3]=[CH:4][C:5]([C:8]2[C:12]([CH2:13][O:14][C:15]3[CH:23]=[CH:22][C:18]([C:19]([NH:29][CH:28]([CH3:31])[CH3:27])=[O:21])=[CH:17][N:16]=3)=[C:11]([CH3:24])[O:10][N:9]=2)=[CH:6][CH:7]=1. The yield is 0.760. (2) The reactants are [Cl:1]C1C=C(C=CC=1)C([O-])=O.O[N+:12]1[CH:17]=[CH:16][CH:15]=[C:14]2[CH:18]=[CH:19][NH:20][C:13]=12. The catalyst is O=P(Cl)(Cl)Cl. The product is [Cl:1][C:15]1[CH:16]=[CH:17][N:12]=[C:13]2[NH:20][CH:19]=[CH:18][C:14]=12. The yield is 0.570.